This data is from Forward reaction prediction with 1.9M reactions from USPTO patents (1976-2016). The task is: Predict the product of the given reaction. (1) Given the reactants [C:1]1([CH2:13][C:14]([N:16]2[CH2:20][CH2:19][C@H:18]([NH:21][C:22]3[N:31]=[C:30]([N:32]4[CH2:37][CH2:36][CH:35]([C:38]([O:40]CC)=[O:39])[CH2:34][CH2:33]4)[C:29]4[C:24](=[CH:25][CH:26]=[CH:27][CH:28]=4)[N:23]=3)[CH2:17]2)=[O:15])(C2C=CC=CC=2)[CH:6]=[CH:5][CH:4]=[CH:3][CH2:2]1.[OH-].[Na+].Cl, predict the reaction product. The product is: [C:2]1([C:1]2[CH:6]=[CH:5][CH:4]=[CH:3][CH:2]=2)[CH:3]=[CH:4][CH:5]=[CH:6][C:1]=1[CH2:13][C:14]([N:16]1[CH2:20][CH2:19][C@H:18]([NH:21][C:22]2[N:31]=[C:30]([N:32]3[CH2:37][CH2:36][CH:35]([C:38]([OH:40])=[O:39])[CH2:34][CH2:33]3)[C:29]3[C:24](=[CH:25][CH:26]=[CH:27][CH:28]=3)[N:23]=2)[CH2:17]1)=[O:15]. (2) Given the reactants Br[C:2]1[CH:7]=[CH:6][CH:5]=[CH:4][C:3]=1[O:8][C:9]1[CH:14]=[CH:13][CH:12]=[CH:11][CH:10]=1.[Li]CCCC.[CH3:20][C:21]1[CH:26]=[CH:25][C:24]([S:27]([O:30][CH2:31][C:32]2([CH2:53]OS(C3C=CC(C)=CC=3)(=O)=O)[CH2:37][CH2:36][C:35](C3C=C(OC4CCCCO4)C=C(F)C=3)([OH:38])[CH2:34][CH2:33]2)(=[O:29])=[O:28])=[CH:23][CH:22]=1.[OH-].[Na+], predict the reaction product. The product is: [CH3:20][C:21]1[CH:26]=[CH:25][C:24]([S:27]([O:30][CH2:31][C:32]23[CH2:37][CH2:36][C:35]([C:2]4[CH:7]=[CH:6][CH:5]=[CH:4][C:3]=4[O:8][C:9]4[CH:14]=[CH:13][CH:12]=[CH:11][CH:10]=4)([CH2:34][CH2:33]2)[O:38][CH2:53]3)(=[O:29])=[O:28])=[CH:23][CH:22]=1. (3) Given the reactants [C:1]([O:5][C:6](=[O:21])[C:7]([S:10][C:11]1[CH:12]=[C:13]2[C:17](=[CH:18][CH:19]=1)[CH2:16][CH:15]([NH2:20])[CH2:14]2)([CH3:9])[CH3:8])([CH3:4])([CH3:3])[CH3:2].[CH:22](=O)[CH2:23][CH2:24][CH:25]=[CH2:26].C(O[BH-](OC(=O)C)OC(=O)C)(=O)C.[Na+], predict the reaction product. The product is: [C:1]([O:5][C:6](=[O:21])[C:7]([CH3:9])([S:10][C:11]1[CH:12]=[C:13]2[C:17](=[CH:18][CH:19]=1)[CH2:16][CH:15]([NH:20][CH2:26][CH2:25][CH2:24][CH:23]=[CH2:22])[CH2:14]2)[CH3:8])([CH3:2])([CH3:3])[CH3:4]. (4) Given the reactants [CH3:1][C:2]1[CH:7]=[CH:6][CH:5]=[CH:4][C:3]=1[NH:8][C:9]1[O:10][C:11]2[CH:17]=[C:16]([CH2:18][C:19]([N:21]3[CH2:25][CH2:24][CH2:23][C@H:22]3[CH2:26][O:27][CH:28]3[CH2:33][CH2:32][CH:31]([C:34]([O:36]C)=[O:35])[CH2:30][CH2:29]3)=[O:20])[CH:15]=[CH:14][C:12]=2[N:13]=1.[OH-].[Na+], predict the reaction product. The product is: [CH3:1][C:2]1[CH:7]=[CH:6][CH:5]=[CH:4][C:3]=1[NH:8][C:9]1[O:10][C:11]2[CH:17]=[C:16]([CH2:18][C:19]([N:21]3[CH2:25][CH2:24][CH2:23][C@H:22]3[CH2:26][O:27][CH:28]3[CH2:29][CH2:30][CH:31]([C:34]([OH:36])=[O:35])[CH2:32][CH2:33]3)=[O:20])[CH:15]=[CH:14][C:12]=2[N:13]=1. (5) The product is: [CH2:7]([N:6]1[C:5]2[CH:15]=[CH:16][C:17]([C:19]([F:22])([F:21])[F:20])=[CH:18][C:4]=2[N:3]=[C:2]1[NH:23][C:24]1[CH:25]=[CH:26][CH:27]=[C:28]2[C:33]=1[CH:32]=[C:31]([OH:34])[CH:30]=[CH:29]2)[CH2:8][C:9]1[CH:14]=[CH:13][CH:12]=[CH:11][CH:10]=1. Given the reactants Cl[C:2]1[N:6]([CH2:7][CH2:8][C:9]2[CH:14]=[CH:13][CH:12]=[CH:11][CH:10]=2)[C:5]2[CH:15]=[CH:16][C:17]([C:19]([F:22])([F:21])[F:20])=[CH:18][C:4]=2[N:3]=1.[NH2:23][C:24]1[CH:25]=[CH:26][CH:27]=[C:28]2[C:33]=1[CH:32]=[C:31]([OH:34])[CH:30]=[CH:29]2, predict the reaction product. (6) Given the reactants [CH3:1][C:2]1[N:7]2[CH:8]=[C:9]([C:11]([OH:13])=O)[N:10]=[C:6]2[CH:5]=[C:4]([CH3:14])[N:3]=1.[NH2:15][C@@H:16]([CH3:33])[CH2:17][N:18]1[CH:22]=[CH:21][C:20]([C:23]2[CH:30]=[C:29]([F:31])[C:26]([C:27]#[N:28])=[C:25]([Cl:32])[CH:24]=2)=[N:19]1.CN(C(ON1N=NC2C=CC=CC1=2)=[N+](C)C)C.F[P-](F)(F)(F)(F)F, predict the reaction product. The product is: [Cl:32][C:25]1[CH:24]=[C:23]([C:20]2[CH:21]=[CH:22][N:18]([CH2:17][C@@H:16]([NH:15][C:11]([C:9]3[N:10]=[C:6]4[CH:5]=[C:4]([CH3:14])[N:3]=[C:2]([CH3:1])[N:7]4[CH:8]=3)=[O:13])[CH3:33])[N:19]=2)[CH:30]=[C:29]([F:31])[C:26]=1[C:27]#[N:28]. (7) Given the reactants [Br:1][CH:2](Br)[C:3]([C:5]1[S:9][C:8]([N:10]2[CH2:15][CH2:14][O:13][CH2:12][CH2:11]2)=[C:7]([C:16]#[N:17])[C:6]=1[C:18]1[CH:23]=[CH:22][C:21]([Cl:24])=[CH:20][C:19]=1[Cl:25])=[O:4].C1COCC1.P([O-])(OCC)OCC, predict the reaction product. The product is: [Br:1][CH2:2][C:3]([C:5]1[S:9][C:8]([N:10]2[CH2:15][CH2:14][O:13][CH2:12][CH2:11]2)=[C:7]([C:16]#[N:17])[C:6]=1[C:18]1[CH:23]=[CH:22][C:21]([Cl:24])=[CH:20][C:19]=1[Cl:25])=[O:4].